This data is from Forward reaction prediction with 1.9M reactions from USPTO patents (1976-2016). The task is: Predict the product of the given reaction. Given the reactants CCN(C(C)C)C(C)C.C1C=CC2N(O)N=NC=2C=1.[C:20]([NH:23][C@H:24]([C:27]([OH:29])=O)[CH2:25][OH:26])(=[O:22])[CH3:21].CCN=C=NCCCN(C)C.Cl.[Cl:42][C:43]1[S:64][C:46]2[NH:47][C:48]([C:50]([NH:52][C@@H:53]3[CH2:61][C:60]4[C:55](=[CH:56][CH:57]=[CH:58][CH:59]=4)[C@H:54]3[NH:62][CH3:63])=[O:51])=[CH:49][C:45]=2[CH:44]=1, predict the reaction product. The product is: [C:20]([NH:23][C@H:24]([C:27]([N:62]([CH3:63])[C@@H:54]1[C:55]2[C:60](=[CH:59][CH:58]=[CH:57][CH:56]=2)[CH2:61][C@H:53]1[NH:52][C:50]([C:48]1[NH:47][C:46]2[S:64][C:43]([Cl:42])=[CH:44][C:45]=2[CH:49]=1)=[O:51])=[O:29])[CH2:25][OH:26])(=[O:22])[CH3:21].